Dataset: Full USPTO retrosynthesis dataset with 1.9M reactions from patents (1976-2016). Task: Predict the reactants needed to synthesize the given product. Given the product [NH2:1][C:2]1[N:6]([CH2:7][CH:8]([F:9])[F:10])[CH:5]=[N:4][C:3]=1[C:11]([NH:21][C:20]1[CH:22]=[CH:23][C:17]([Cl:16])=[CH:18][CH:19]=1)=[O:13], predict the reactants needed to synthesize it. The reactants are: [NH2:1][C:2]1[N:6]([CH2:7][CH:8]([F:10])[F:9])[CH:5]=[N:4][C:3]=1[C:11]([O:13]CC)=O.[Cl:16][C:17]1[CH:23]=[CH:22][C:20]([NH2:21])=[CH:19][CH:18]=1.